From a dataset of Forward reaction prediction with 1.9M reactions from USPTO patents (1976-2016). Predict the product of the given reaction. (1) Given the reactants [CH3:1][C:2]1([CH3:21])[CH:14]=[C:13]2[CH:15]=[CH:16][CH:17]=[CH:18][C:12]2=[C:11]2[C:3]1=[C:4]1[C:9]([CH2:10]2)=[CH:8][C:7]([CH3:20])([CH3:19])[CH2:6][CH2:5]1.C([Li])CCC.[CH2:27]([O:30][C:31]1[C:36]([C:37]([CH3:40])([CH3:39])[CH3:38])=[CH:35][C:34]([CH3:41])=[CH:33][C:32]=1[Si:42](Cl)([CH2:45][CH3:46])[CH2:43][CH3:44])[CH:28]=[CH2:29].C(=O)([O-])O.[Na+].C(=O)([O-])[O-].[Na+].[Na+], predict the reaction product. The product is: [CH2:27]([O:30][C:31]1[C:36]([C:37]([CH3:38])([CH3:39])[CH3:40])=[CH:35][C:34]([CH3:41])=[CH:33][C:32]=1[Si:42]([CH:10]1[C:9]2[C:4]([CH2:5][CH2:6][C:7]([CH3:20])([CH3:19])[CH:8]=2)=[C:3]2[C:11]1=[C:12]1[CH:18]=[CH:17][CH:16]=[CH:15][C:13]1=[CH:14][C:2]2([CH3:21])[CH3:1])([CH2:43][CH3:44])[CH2:45][CH3:46])[CH:28]=[CH2:29]. (2) Given the reactants [CH3:1][C:2]1([CH2:8][S:9]([CH2:12][CH2:13][S:14]([OH:17])(=[O:16])=[O:15])(=[O:11])=[O:10])[CH2:6][O:5][C:4](=[O:7])[NH:3]1.C(O[Cl:23])CCC, predict the reaction product. The product is: [Cl:23][N:3]1[C:2]([CH2:8][S:9]([CH2:12][CH2:13][S:14]([OH:17])(=[O:16])=[O:15])(=[O:10])=[O:11])([CH3:1])[CH2:6][O:5][C:4]1=[O:7]. (3) Given the reactants [C:1]1([NH:7][C:8]2[CH:9]=[CH:10][C:11]([C:14]([NH:16][CH2:17][C:18]([OH:20])=O)=[O:15])=[N:12][CH:13]=2)[CH:6]=[CH:5][CH:4]=[CH:3][CH:2]=1.CCN(C(C)C)C(C)C.C1C=CC2N(O)N=NC=2C=1.CCN=C=NCCCN(C)C.Cl.Cl.Cl.[NH:54]1[CH2:59][CH2:58][CH:57]([NH:60][C:61]2[CH:66]=[CH:65][CH:64]=[CH:63][C:62]=2[Cl:67])[CH2:56][CH2:55]1, predict the reaction product. The product is: [Cl:67][C:62]1[CH:63]=[CH:64][CH:65]=[CH:66][C:61]=1[NH:60][CH:57]1[CH2:58][CH2:59][N:54]([C:18](=[O:20])[CH2:17][NH:16][C:14]([C:11]2[CH:10]=[CH:9][C:8]([NH:7][C:1]3[CH:2]=[CH:3][CH:4]=[CH:5][CH:6]=3)=[CH:13][N:12]=2)=[O:15])[CH2:55][CH2:56]1. (4) The product is: [Br:15][C:16]1[CH:17]=[CH:18][C:19]([C@@H:22]2[CH2:24][C@H:23]2[C:25]([N:10]2[CH2:9][C@H:8]([CH2:11][CH2:12][CH3:13])[NH:7][C:6](=[O:14])[C@@H:5]2[CH2:1][CH:2]([CH3:4])[CH3:3])=[O:26])=[CH:20][CH:21]=1. Given the reactants [CH2:1]([C@@H:5]1[NH:10][CH2:9][C@H:8]([CH2:11][CH2:12][CH3:13])[NH:7][C:6]1=[O:14])[CH:2]([CH3:4])[CH3:3].[Br:15][C:16]1[CH:21]=[CH:20][C:19]([C@@H:22]2[CH2:24][C@H:23]2[C:25](O)=[O:26])=[CH:18][CH:17]=1.C([C@@H]1N(C([C@@H]2C[C@H]2C2C=CC=CC=2)=O)C[C@H](CC(C)C)NC1=O)C(C)C, predict the reaction product. (5) Given the reactants Cl.[NH2:2][C@@H:3]([C:7]([C:10]1[CH:15]=[CH:14][C:13]([Cl:16])=[CH:12][CH:11]=1)([CH3:9])[CH3:8])[C:4]([OH:6])=[O:5].[C:17](=O)([O-:23])[O:18][C:19]([CH3:22])([CH3:21])[CH3:20].[C:17](=O)([O-:23])[O:18][C:19]([CH3:22])([CH3:21])[CH3:20].Cl, predict the reaction product. The product is: [C:19]([O:18][C:17]([NH:2][C@@H:3]([C:7]([C:10]1[CH:11]=[CH:12][C:13]([Cl:16])=[CH:14][CH:15]=1)([CH3:9])[CH3:8])[C:4]([OH:6])=[O:5])=[O:23])([CH3:22])([CH3:21])[CH3:20]. (6) Given the reactants Cl[C:2]1[C:11]([CH3:12])=[C:10]([Cl:13])[C:9]2[C:4](=[CH:5][CH:6]=[C:7]([F:14])[CH:8]=2)[N:3]=1.[F:15][C:16]1[CH:17]=[C:18](B(O)O)[CH:19]=[N:20][CH:21]=1.C(=O)([O-])[O-].[Na+].[Na+].O, predict the reaction product. The product is: [Cl:13][C:10]1[C:9]2[C:4](=[CH:5][CH:6]=[C:7]([F:14])[CH:8]=2)[N:3]=[C:2]([C:18]2[CH:19]=[N:20][CH:21]=[C:16]([F:15])[CH:17]=2)[C:11]=1[CH3:12]. (7) Given the reactants Cl[C:2]1[C:7]2[S:8][C:9]3[N:10]=[C:11]([CH3:21])[C:12]4[CH2:13][CH2:14][C:15]([CH3:20])([CH3:19])[CH2:16][C:17]=4[C:18]=3[C:6]=2[N:5]=[CH:4][N:3]=1.[N:22]1([CH2:28][CH2:29][NH2:30])[CH2:27][CH2:26][O:25][CH2:24][CH2:23]1, predict the reaction product. The product is: [CH3:19][C:15]1([CH3:20])[CH2:14][CH2:13][C:12]2[C:11]([CH3:21])=[N:10][C:9]3[S:8][C:7]4[C:6](=[N:5][CH:4]=[N:3][C:2]=4[NH:30][CH2:29][CH2:28][N:22]4[CH2:27][CH2:26][O:25][CH2:24][CH2:23]4)[C:18]=3[C:17]=2[CH2:16]1.